Dataset: Full USPTO retrosynthesis dataset with 1.9M reactions from patents (1976-2016). Task: Predict the reactants needed to synthesize the given product. (1) Given the product [CH3:16][O:15][C:12]1[N:11]=[CH:10][C:9]([CH2:8][NH:7][C:17]2[CH:22]=[CH:21][C:20]([CH2:23][C:24]3[C:32]4[C:27](=[N:28][CH:29]=[CH:30][N:31]=4)[NH:26][CH:25]=3)=[CH:19][N:18]=2)=[CH:14][CH:13]=1, predict the reactants needed to synthesize it. The reactants are: C(OC(=O)[N:7]([C:17]1[CH:22]=[CH:21][C:20]([CH:23](O)[C:24]2[C:32]3[C:27](=[N:28][CH:29]=[CH:30][N:31]=3)[NH:26][CH:25]=2)=[CH:19][N:18]=1)[CH2:8][C:9]1[CH:10]=[N:11][C:12]([O:15][CH3:16])=[CH:13][CH:14]=1)(C)(C)C.C([SiH](CC)CC)C.FC(F)(F)C(O)=O.C(=O)([O-])[O-].[K+].[K+]. (2) Given the product [CH:1]1([CH2:7][C:8]2[N:12]([CH2:13][C:14]3[CH:19]=[CH:18][C:17]([O:20][CH3:21])=[CH:16][CH:15]=3)[CH:11]=[C:10]([C:22]([O:24][CH2:25][CH3:26])=[O:23])[C:9]=2[CH3:27])[CH2:6][CH2:5][CH2:4][CH2:3][CH2:2]1, predict the reactants needed to synthesize it. The reactants are: [CH:1]1([CH:7](O)[C:8]2[N:12]([CH2:13][C:14]3[CH:19]=[CH:18][C:17]([O:20][CH3:21])=[CH:16][CH:15]=3)[CH:11]=[C:10]([C:22]([O:24][CH2:25][CH3:26])=[O:23])[C:9]=2[CH3:27])[CH2:6][CH2:5][CH2:4][CH2:3][CH2:2]1.C(O)(C(F)(F)F)=O.[SiH](CC)(CC)CC. (3) Given the product [F:1][C:2]1[CH:18]=[CH:17][C:5]([CH2:6][NH:7][C:8]([C:10]2[S:14][C:13]([C:22]3[CH:23]=[N:24][CH:25]=[C:20]([I:19])[N:21]=3)=[N:12][C:11]=2[CH3:16])=[O:9])=[CH:4][CH:3]=1, predict the reactants needed to synthesize it. The reactants are: [F:1][C:2]1[CH:18]=[CH:17][C:5]([CH2:6][NH:7][C:8]([C:10]2[S:14][C:13](Br)=[N:12][C:11]=2[CH3:16])=[O:9])=[CH:4][CH:3]=1.[I:19][C:20]1[CH:25]=[N:24][CH:23]=[C:22](I)[N:21]=1. (4) Given the product [C:18]([C:17]1[CH:20]=[CH:21][C:14]([CH2:13][NH:12][C:5](=[O:7])[C:4]2[CH:8]=[CH:9][CH:10]=[C:2]([CH3:1])[CH:3]=2)=[C:15]([OH:22])[CH:16]=1)#[N:19], predict the reactants needed to synthesize it. The reactants are: [CH3:1][C:2]1[CH:3]=[C:4]([CH:8]=[CH:9][CH:10]=1)[C:5]([OH:7])=O.Cl.[NH2:12][CH2:13][C:14]1[CH:21]=[CH:20][C:17]([C:18]#[N:19])=[CH:16][C:15]=1[OH:22]. (5) Given the product [C:24]([C:26]1[CH:27]=[CH:28][C:29]([S:32]([NH:1][C:2]2[CH:7]=[N:6][CH:5]=[C:4]([C:8]3[S:12][C:11]([C:13]4[CH:14]=[C:15]5[C:19](=[CH:20][CH:21]=4)[C:18](=[O:22])[N:17]([CH3:23])[CH2:16]5)=[CH:10][CH:9]=3)[CH:3]=2)(=[O:34])=[O:33])=[CH:30][CH:31]=1)#[N:25], predict the reactants needed to synthesize it. The reactants are: [NH2:1][C:2]1[CH:3]=[C:4]([C:8]2[S:12][C:11]([C:13]3[CH:14]=[C:15]4[C:19](=[CH:20][CH:21]=3)[C:18](=[O:22])[N:17]([CH3:23])[CH2:16]4)=[CH:10][CH:9]=2)[CH:5]=[N:6][CH:7]=1.[C:24]([C:26]1[CH:31]=[CH:30][C:29]([S:32](Cl)(=[O:34])=[O:33])=[CH:28][CH:27]=1)#[N:25]. (6) Given the product [Cl:25][C:22]1[CH:23]=[CH:24][C:19]([S:16]([N:10]2[C:9](=[O:26])[CH:8]([CH2:7][C:6]3[CH:27]=[CH:2][CH:3]=[CH:4][C:5]=3[O:28][CH3:29])[CH2:14][NH:13][C:12](=[O:15])[CH2:11]2)(=[O:17])=[O:18])=[CH:20][CH:21]=1, predict the reactants needed to synthesize it. The reactants are: Cl[C:2]1[CH:3]=[CH:4][C:5]([O:28][CH3:29])=[C:6]([CH:27]=1)[CH2:7][CH:8]1[CH2:14][NH:13][C:12](=[O:15])[CH2:11][N:10]([S:16]([C:19]2[CH:24]=[CH:23][C:22]([Cl:25])=[CH:21][CH:20]=2)(=[O:18])=[O:17])[C:9]1=[O:26].